From a dataset of Reaction yield outcomes from USPTO patents with 853,638 reactions. Predict the reaction yield, written as a fraction of the theoretical maximum amount of product (1.0 means a 100% yield; for example, 0.34 means a 34% yield). (1) The reactants are [NH2:1][C:2]1[C:10]([F:11])=[C:9]([F:12])[C:5]([C:6]([OH:8])=[O:7])=[C:4]([F:13])[C:3]=1[F:14].[N+](=[CH2:17])=[N-]. The catalyst is CCOCC. The product is [CH3:17][O:7][C:6](=[O:8])[C:5]1[C:4]([F:13])=[C:3]([F:14])[C:2]([NH2:1])=[C:10]([F:11])[C:9]=1[F:12]. The yield is 0.750. (2) The reactants are [Cl:1][C:2]1[C:3]([CH2:8][NH:9][C:10]([C@@H:12]2[CH2:17][N:16]([C:18]([O:20][CH2:21][C:22]3[CH:27]=[CH:26][CH:25]=[CH:24][CH:23]=3)=[O:19])[C@@H:15]([CH2:28][O:29][CH3:30])[CH2:14][CH2:13]2)=O)=[N:4][CH:5]=[CH:6][N:7]=1.O=P(Cl)(Cl)Cl.C([O-])(O)=O.[Na+]. The yield is 0.980. The catalyst is CC#N. The product is [CH2:21]([O:20][C:18]([N:16]1[CH2:17][C@H:12]([C:10]2[N:4]3[CH:5]=[CH:6][N:7]=[C:2]([Cl:1])[C:3]3=[CH:8][N:9]=2)[CH2:13][CH2:14][C@H:15]1[CH2:28][O:29][CH3:30])=[O:19])[C:22]1[CH:27]=[CH:26][CH:25]=[CH:24][CH:23]=1. (3) The reactants are [Cl:1][C:2]1[CH:3]=[C:4]([CH2:9][CH2:10][C:11]([NH2:13])=O)[CH:5]=[CH:6][C:7]=1[Cl:8].[H-].[H-].[H-].[H-].[Li+].[Al+3].ClC1C=C(CCCN)C=CC=1Cl.[C:32](O[C:32]([O:34][C:35]([CH3:38])([CH3:37])[CH3:36])=[O:33])([O:34][C:35]([CH3:38])([CH3:37])[CH3:36])=[O:33]. The catalyst is C1COCC1. The product is [Cl:1][C:2]1[CH:3]=[C:4]([CH2:9][CH2:10][CH2:11][NH:13][C:32](=[O:33])[O:34][C:35]([CH3:38])([CH3:37])[CH3:36])[CH:5]=[CH:6][C:7]=1[Cl:8]. The yield is 0.680. (4) The reactants are C(=O)([O-])[O-].[K+].[K+].[CH3:7][C:8]1[CH:13]=[CH:12][CH:11]=[CH:10][C:9]=1B(O)O.[CH2:17]([O:19][C:20]([C:22]1[CH:23]=[N:24][N:25]([C:27]2[N:36]([CH2:37][O:38][CH2:39][CH2:40][Si:41]([CH3:44])([CH3:43])[CH3:42])[C:35](=[O:45])[C:34]3[C:29](=[CH:30][CH:31]=[C:32](I)[CH:33]=3)[N:28]=2)[CH:26]=1)=[O:21])[CH3:18].C1COCC1. The catalyst is C(Cl)Cl.C1(P(C2C=CC=CC=2)[C-]2C=CC=C2)C=CC=CC=1.[C-]1(P(C2C=CC=CC=2)C2C=CC=CC=2)C=CC=C1.[Fe+2].Cl[Pd]Cl. The product is [CH2:17]([O:19][C:20]([C:22]1[CH:23]=[N:24][N:25]([C:27]2[N:36]([CH2:37][O:38][CH2:39][CH2:40][Si:41]([CH3:44])([CH3:43])[CH3:42])[C:35](=[O:45])[C:34]3[C:29](=[CH:30][CH:31]=[C:32]([C:9]4[CH:10]=[CH:11][CH:12]=[CH:13][C:8]=4[CH3:7])[CH:33]=3)[N:28]=2)[CH:26]=1)=[O:21])[CH3:18]. The yield is 0.900.